From a dataset of Forward reaction prediction with 1.9M reactions from USPTO patents (1976-2016). Predict the product of the given reaction. (1) Given the reactants [F:1][C:2]([F:38])([F:37])[C:3]1[CH:8]=[C:7]([C:9]([F:12])([F:11])[F:10])[CH:6]=[CH:5][C:4]=1[C:13]1[CH:17]=[C:16]([CH2:18][N:19]2[CH:24]=[C:23]3[N:25]=[C:26]([C:28]4[CH:33]=[CH:32][CH:31]=[C:30]([F:34])[C:29]=4[F:35])[N:27]=C3C(N)=[N:20]2)[O:15][N:14]=1.[CH3:39][C:40]([OH:42])=O, predict the reaction product. The product is: [F:38][C:2]([F:1])([F:37])[C:3]1[CH:8]=[C:7]([C:9]([F:11])([F:10])[F:12])[CH:6]=[CH:5][C:4]=1[C:13]1[CH:17]=[C:16]([CH2:18][N:19]2[CH:24]=[C:23]3[N:25]=[C:26]([C:28]4[CH:33]=[CH:32][CH:31]=[C:30]([F:34])[C:29]=4[F:35])[N:27]=[C:39]3[C:40]([OH:42])=[N:20]2)[O:15][N:14]=1. (2) The product is: [F:17][C:4]1[C:9]([C:10]#[N:11])=[C:8]([I:12])[C:7]([O:13][CH3:14])=[C:6]([O:15][CH3:16])[CH:5]=1. Given the reactants [N+]([C:4]1[C:9]([C:10]#[N:11])=[C:8]([I:12])[C:7]([O:13][CH3:14])=[C:6]([O:15][CH3:16])[CH:5]=1)([O-])=O.[F-:17].C([NH3+])(C)(C)C.O.C(Cl)Cl, predict the reaction product. (3) Given the reactants [CH2:1]([O:3][P:4]([C:9]([F:42])([F:41])[C:10]1[CH:15]=[CH:14][CH:13]=[C:12]([N:16]([CH3:40])[C:17]([C:19]2[CH:24]=[CH:23][C:22]([C:25]3[CH:30]=[CH:29][C:28]([O:31][CH2:32][CH2:33][CH2:34][CH2:35][CH2:36][CH2:37][CH2:38][CH3:39])=[CH:27][CH:26]=3)=[CH:21][CH:20]=2)=[O:18])[CH:11]=1)(=[O:8])[O:5]CC)[CH3:2].C1N2CCN(CC2)C1, predict the reaction product. The product is: [CH2:1]([O:3][P:4]([C:9]([F:42])([F:41])[C:10]1[CH:15]=[CH:14][CH:13]=[C:12]([N:16]([CH3:40])[C:17]([C:19]2[CH:24]=[CH:23][C:22]([C:25]3[CH:26]=[CH:27][C:28]([O:31][CH2:32][CH2:33][CH2:34][CH2:35][CH2:36][CH2:37][CH2:38][CH3:39])=[CH:29][CH:30]=3)=[CH:21][CH:20]=2)=[O:18])[CH:11]=1)(=[O:5])[OH:8])[CH3:2]. (4) Given the reactants Br[CH2:2][CH2:3][CH2:4][OH:5].S([O-])([O-])(=O)=O.C([N+](CCCC)(CCCC)CCCC)CCC.C([N+](CCCC)(CCCC)CCCC)CCC.[Cl:45][C:46]1[CH:51]=[C:50]([O:52][CH2:53][CH:54]=[C:55]([Cl:57])[Cl:56])[CH:49]=[C:48]([Cl:58])[C:47]=1[OH:59].[OH-].[Na+].S(=O)(=O)(O)O, predict the reaction product. The product is: [Cl:45][C:46]1[CH:51]=[C:50]([O:52][CH2:53][CH:54]=[C:55]([Cl:57])[Cl:56])[CH:49]=[C:48]([Cl:58])[C:47]=1[O:59][CH2:2][CH2:3][CH2:4][OH:5].